From a dataset of Full USPTO retrosynthesis dataset with 1.9M reactions from patents (1976-2016). Predict the reactants needed to synthesize the given product. (1) Given the product [CH2:12]([N:6]1[CH2:5][C:4]2[C:8](=[CH:9][CH:10]=[C:2]([B:17]3[O:18][C:19]([CH3:21])([CH3:20])[C:15]([CH3:31])([CH3:14])[O:16]3)[CH:3]=2)[C:7]1=[O:11])[CH3:13], predict the reactants needed to synthesize it. The reactants are: Br[C:2]1[CH:3]=[C:4]2[C:8](=[CH:9][CH:10]=1)[C:7](=[O:11])[N:6]([CH2:12][CH3:13])[CH2:5]2.[CH3:14][C:15]1([CH3:31])[C:19]([CH3:21])([CH3:20])[O:18][B:17]([B:17]2[O:18][C:19]([CH3:21])([CH3:20])[C:15]([CH3:31])([CH3:14])[O:16]2)[O:16]1.C([O-])(=O)C.[K+].ClCCl. (2) Given the product [CH3:8][O:7][CH2:6][CH2:5][CH2:4][CH2:3][C:2]([C:9]1[CH:14]=[CH:13][CH:12]=[CH:11][CH:10]=1)([CH:15]1[CH2:19][CH2:18][NH:17][CH2:16]1)[OH:1], predict the reactants needed to synthesize it. The reactants are: [OH:1][C:2]([CH:15]1[CH2:19][CH2:18][N:17](C(OC(C)(C)C)=O)[CH2:16]1)([C:9]1[CH:14]=[CH:13][CH:12]=[CH:11][CH:10]=1)[CH2:3][CH2:4][CH2:5][CH2:6][O:7][CH3:8].Cl.C([O-])([O-])=O.[K+].[K+].C(=O)=O. (3) Given the product [C:1]1([S:7]([N:10]2[CH2:11][CH2:12][N:13]([C:16]([C:18]3[N:19]([CH:49]([CH3:51])[CH3:50])[C:20]4[C:25]([CH:26]=3)=[CH:24][C:23]([C:27]([N:29]3[CH2:30][CH2:31][N:32]([CH:35]([CH3:37])[CH3:36])[CH2:33][CH2:34]3)=[O:28])=[CH:22][CH:21]=4)=[O:17])[CH2:14][CH2:15]2)(=[O:8])=[O:9])[CH:2]=[CH:3][CH:4]=[CH:5][CH:6]=1, predict the reactants needed to synthesize it. The reactants are: [C:1]1([S:7]([N:10]2[CH2:15][CH2:14][N:13]([C:16]([C:18]3[NH:19][C:20]4[C:25]([CH:26]=3)=[CH:24][C:23]([C:27]([N:29]3[CH2:34][CH2:33][N:32]([CH:35]([CH3:37])[CH3:36])[CH2:31][CH2:30]3)=[O:28])=[CH:22][CH:21]=4)=[O:17])[CH2:12][CH2:11]2)(=[O:9])=[O:8])[CH:6]=[CH:5][CH:4]=[CH:3][CH:2]=1.C(=O)([O-])[O-].[Cs+].[Cs+].CS(O[CH:49]([CH3:51])[CH3:50])(=O)=O.C(=O)(O)[O-].[Na+]. (4) Given the product [Cl:1][C:2]1[CH:7]=[CH:6][C:5]([O:8][C:9]2[CH:14]=[CH:13][C:12]([CH2:15][CH2:16][N:17]([CH3:21])[C:18]3[NH:20][CH:29]=[C:28]([CH2:33][C:34]4[CH:35]=[N:36][C:37]([O:40][CH3:41])=[N:38][CH:39]=4)[C:26](=[O:27])[N:19]=3)=[CH:11][CH:10]=2)=[CH:4][C:3]=1[C:22]([F:23])([F:24])[F:25], predict the reactants needed to synthesize it. The reactants are: [Cl:1][C:2]1[CH:7]=[CH:6][C:5]([O:8][C:9]2[CH:14]=[CH:13][C:12]([CH2:15][CH2:16][N:17]([CH3:21])[C:18]([NH2:20])=[NH:19])=[CH:11][CH:10]=2)=[CH:4][C:3]=1[C:22]([F:25])([F:24])[F:23].[CH:26]([CH:28]([CH2:33][C:34]1[CH:35]=[N:36][C:37]([O:40][CH3:41])=[N:38][CH:39]=1)[C:29](OC)=O)=[O:27]. (5) Given the product [C:1]([O:5][C:6](=[O:13])[CH:7]([CH:10]1[CH2:12][CH2:11]1)[CH2:8][NH:9][C:16]([C:18]1[N:19]=[CH:20][C:21]2[C:26]([C:27]=1[OH:28])=[CH:25][CH:24]=[C:23]([O:29][C:30]1[CH:31]=[CH:32][CH:33]=[CH:34][CH:35]=1)[CH:22]=2)=[O:15])([CH3:4])([CH3:2])[CH3:3], predict the reactants needed to synthesize it. The reactants are: [C:1]([O:5][C:6](=[O:13])[CH:7]([CH:10]1[CH2:12][CH2:11]1)[CH2:8][NH2:9])([CH3:4])([CH3:3])[CH3:2].C[O:15][C:16]([C:18]1[N:19]=[CH:20][C:21]2[C:26]([C:27]=1[OH:28])=[CH:25][CH:24]=[C:23]([O:29][C:30]1[CH:35]=[CH:34][CH:33]=[CH:32][CH:31]=1)[CH:22]=2)=O.C1CCN2C(=NCCC2)CC1. (6) Given the product [CH3:7][C:6]1([CH3:8])[C:2]([CH3:1])([CH3:23])[O:3][B:4]([C:9]2[CH:14]=[CH:13][C:12]([C@@H:15]3[CH2:17][C@H:16]3[C:18]([OH:20])=[O:19])=[CH:11][CH:10]=2)[O:5]1, predict the reactants needed to synthesize it. The reactants are: [CH3:1][C:2]1([CH3:23])[C:6]([CH3:8])([CH3:7])[O:5][B:4]([C:9]2[CH:14]=[CH:13][C:12]([C@@H:15]3[CH2:17][C@H:16]3[C:18]([O:20]CC)=[O:19])=[CH:11][CH:10]=2)[O:3]1.Cl.